This data is from Full USPTO retrosynthesis dataset with 1.9M reactions from patents (1976-2016). The task is: Predict the reactants needed to synthesize the given product. (1) The reactants are: [O:1]=[C:2]1[NH:16][CH2:15][C:4]2([CH2:7][N:6]([C:8]([O:10][C:11]([CH3:14])([CH3:13])[CH3:12])=[O:9])[CH2:5]2)[CH2:3]1.I[C:18]1[CH:19]=[N:20][N:21]2[CH2:26][C@H:25]([CH3:27])[NH:24][CH2:23][C:22]=12.CN[C@@H]1CCCC[C@H]1NC.[O-]P([O-])([O-])=O.[K+].[K+].[K+]. Given the product [CH3:27][C@H:25]1[CH2:26][N:21]2[N:20]=[CH:19][C:18]([N:16]3[C:2](=[O:1])[CH2:3][C:4]4([CH2:5][N:6]([C:8]([O:10][C:11]([CH3:13])([CH3:12])[CH3:14])=[O:9])[CH2:7]4)[CH2:15]3)=[C:22]2[CH2:23][NH:24]1, predict the reactants needed to synthesize it. (2) Given the product [F:7][C:5]([F:6])([C:8]1[CH:9]=[CH:10][CH:11]=[C:12]2[C:17]=1[N:16]=[CH:15][CH:14]=[CH:13]2)[CH2:4][NH2:1], predict the reactants needed to synthesize it. The reactants are: [N:1]([CH2:4][C:5]([C:8]1[CH:9]=[CH:10][CH:11]=[C:12]2[C:17]=1[N:16]=[CH:15][CH:14]=[CH:13]2)([F:7])[F:6])=[N+]=[N-].